Task: Predict the reaction yield, written as a fraction of the theoretical maximum amount of product (1.0 means a 100% yield; for example, 0.34 means a 34% yield).. Dataset: Reaction yield outcomes from USPTO patents with 853,638 reactions (1) The product is [CH3:18][C:17]1[S:16][C:15]([NH:19][C:20]2[N:25]=[C:24]([C:26]#[N:27])[CH:23]=[CH:22][CH:21]=2)=[N:14][C:13]=1[C:11]1[CH:12]=[N:8][NH:9][CH:10]=1. The catalyst is C(O)(C(F)(F)F)=O. The yield is 0.120. The reactants are COC1C=CC(C[N:8]2[CH:12]=[C:11]([C:13]3[N:14]=[C:15]([NH:19][C:20]4[N:25]=[C:24]([C:26]#[N:27])[CH:23]=[CH:22][CH:21]=4)[S:16][C:17]=3[CH3:18])[CH:10]=[N:9]2)=CC=1.C(Cl)Cl.CO. (2) The reactants are [F:1][C:2]1[CH:3]=[CH:4][C:5]([NH:8][NH2:9])=[N:6][CH:7]=1.[Cl:10][C:11]1[CH:19]=[CH:18][CH:17]=[CH:16][C:12]=1[C:13](Cl)=[O:14].CCN(C(C)C)C(C)C. The catalyst is C(Cl)Cl. The product is [F:1][C:2]1[CH:3]=[CH:4][C:5]([NH:8][NH:9][C:13](=[O:14])[C:12]2[CH:16]=[CH:17][CH:18]=[CH:19][C:11]=2[Cl:10])=[N:6][CH:7]=1. The yield is 0.930. (3) The reactants are Cl[C:2]([O:4][CH2:5][C:6]1[CH:11]=[CH:10][CH:9]=[CH:8][CH:7]=1)=[O:3].Cl.[Cl:13][CH2:14][CH2:15][NH2:16].[Cl:17][CH2:18][CH2:19]N.C(N(CC)CC)C. The catalyst is ClCCl.O1CCCC1. The product is [Cl:13][CH2:14][CH2:15][N:16]([CH2:19][CH2:18][Cl:17])[C:2](=[O:3])[O:4][CH2:5][C:6]1[CH:11]=[CH:10][CH:9]=[CH:8][CH:7]=1. The yield is 0.260. (4) The reactants are [F:1][C:2]1[CH:17]=[CH:16][C:5]([CH2:6][N:7]2[CH2:12][C@H:11]([CH3:13])[NH:10][CH2:9][C@@H:8]2[CH2:14][OH:15])=[CH:4][CH:3]=1.C(N(CC)CC)C.[Cl:25][C:26]1[CH:36]=[CH:35][C:29]([O:30][CH2:31][C:32](Cl)=[O:33])=[CH:28][CH:27]=1. The catalyst is C(Cl)Cl. The product is [Cl:25][C:26]1[CH:36]=[CH:35][C:29]([O:30][CH2:31][C:32]([N:10]2[CH2:9][C@H:8]([CH2:14][OH:15])[N:7]([CH2:6][C:5]3[CH:16]=[CH:17][C:2]([F:1])=[CH:3][CH:4]=3)[CH2:12][C@H:11]2[CH3:13])=[O:33])=[CH:28][CH:27]=1. The yield is 0.790. (5) The reactants are [N:1]1[CH:6]=[CH:5][CH:4]=[CH:3][C:2]=1[S:7][C:8]1[CH:13]=[CH:12][C:11]([N+:14]([O-])=O)=[CH:10][CH:9]=1.C([O-])([O-])=O.[K+].[K+]. The catalyst is CC(O)=O.CCOC(C)=O.O.[Fe]. The product is [N:1]1[CH:6]=[CH:5][CH:4]=[CH:3][C:2]=1[S:7][C:8]1[CH:13]=[CH:12][C:11]([NH2:14])=[CH:10][CH:9]=1. The yield is 0.700.